From a dataset of Peptide-MHC class II binding affinity with 134,281 pairs from IEDB. Regression. Given a peptide amino acid sequence and an MHC pseudo amino acid sequence, predict their binding affinity value. This is MHC class II binding data. (1) The peptide sequence is LCSDKQPCNGVTMND. The MHC is HLA-DQA10104-DQB10503 with pseudo-sequence HLA-DQA10104-DQB10503. The binding affinity (normalized) is 0.0678. (2) The peptide sequence is ALTEALRVIAGAFEV. The MHC is DRB1_1201 with pseudo-sequence DRB1_1201. The binding affinity (normalized) is 0.505. (3) The peptide sequence is VKDLKKIITRISAVS. The MHC is HLA-DQA10501-DQB10201 with pseudo-sequence HLA-DQA10501-DQB10201. The binding affinity (normalized) is 0.366. (4) The peptide sequence is FSEAVITSMCEEMIN. The MHC is DRB1_0101 with pseudo-sequence DRB1_0101. The binding affinity (normalized) is 0.470.